From a dataset of Reaction yield outcomes from USPTO patents with 853,638 reactions. Predict the reaction yield, written as a fraction of the theoretical maximum amount of product (1.0 means a 100% yield; for example, 0.34 means a 34% yield). The yield is 0.620. The product is [CH3:1][O:2][C:3](=[O:25])[CH2:4][CH:5]1[C:9]2[CH:10]=[CH:11][C:12]([O:14][C@H:15]3[C:23]4[C:18](=[C:19]([C:30]5[CH:31]=[CH:32][N:27]([CH3:26])[C:28](=[O:36])[CH:29]=5)[CH:20]=[CH:21][CH:22]=4)[CH2:17][CH2:16]3)=[CH:13][C:8]=2[O:7][CH2:6]1. No catalyst specified. The reactants are [CH3:1][O:2][C:3](=[O:25])[CH2:4][CH:5]1[C:9]2[CH:10]=[CH:11][C:12]([O:14][C@H:15]3[C:23]4[C:18](=[C:19](Br)[CH:20]=[CH:21][CH:22]=4)[CH2:17][CH2:16]3)=[CH:13][C:8]=2[O:7][CH2:6]1.[CH3:26][N:27]1[CH:32]=[CH:31][C:30](B(O)O)=[CH:29][C:28]1=[O:36].